From a dataset of Reaction yield outcomes from USPTO patents with 853,638 reactions. Predict the reaction yield, written as a fraction of the theoretical maximum amount of product (1.0 means a 100% yield; for example, 0.34 means a 34% yield). (1) The reactants are Cl[C:2]1[N:3]=[C:4]([N:15]2[CH2:20][CH2:19][O:18][CH2:17][CH2:16]2)[C:5]2[S:10][C:9]([C:11](=[N:13][OH:14])[NH2:12])=[CH:8][C:6]=2[N:7]=1.[NH2:21][C:22]1[N:27]=[CH:26][C:25](B(O)O)=[CH:24][N:23]=1. No catalyst specified. The product is [NH2:21][C:22]1[N:27]=[CH:26][C:25]([C:2]2[N:3]=[C:4]([N:15]3[CH2:20][CH2:19][O:18][CH2:17][CH2:16]3)[C:5]3[S:10][C:9]([C:11](=[N:13][OH:14])[NH2:12])=[CH:8][C:6]=3[N:7]=2)=[CH:24][N:23]=1. The yield is 0.900. (2) The reactants are Br[C:2]1[CH:24]=[N:23][C:5]2[N:6]([CH2:15][O:16][CH2:17][CH2:18][Si:19]([CH3:22])([CH3:21])[CH3:20])[C:7]3[CH:12]=[N:11][C:10]([C:13]#[N:14])=[CH:9][C:8]=3[C:4]=2[CH:3]=1.[OH:25][CH2:26][C:27]1[CH:32]=[CH:31][C:30](B(O)O)=[CH:29][CH:28]=1. The catalyst is C(#N)C.[F-].[K+].O. The product is [OH:25][CH2:26][C:27]1[CH:32]=[CH:31][C:30]([C:24]2[CH:2]=[CH:3][C:4]3[C:8]4[CH:9]=[C:10]([C:13]#[N:14])[N:11]=[CH:12][C:7]=4[N:6]([CH2:15][O:16][CH2:17][CH2:18][Si:19]([CH3:22])([CH3:21])[CH3:20])[C:5]=3[N:23]=2)=[CH:29][CH:28]=1. The yield is 0.260. (3) The reactants are [OH:1][CH2:2][C@@H:3]1[CH2:7][CH2:6][C@H:5]([CH3:8])[N:4]1[C:9]([O:11][C:12]([CH3:15])([CH3:14])[CH3:13])=[O:10].[Br-].[Na+].C(=O)(O)[O-].[Na+].Cl[O-].[Na+]. The catalyst is ClCCl.CC1(C)N([O])C(C)(C)CCC1. The product is [CH:2]([C@@H:3]1[CH2:7][CH2:6][C@H:5]([CH3:8])[N:4]1[C:9]([O:11][C:12]([CH3:13])([CH3:15])[CH3:14])=[O:10])=[O:1]. The yield is 0.770. (4) The reactants are O[C:2]1([C:16]2[C:24]([OH:25])=[CH:23][C:19]3[O:20][CH2:21][O:22][C:18]=3[CH:17]=2)[C:6](=[O:7])[N:5]([CH2:8][CH2:9][CH2:10][CH2:11][CH3:12])[C:4]2[CH:13]=[CH:14][S:15][C:3]1=2.FC(F)(F)C(O)=O.C([SiH](CC)CC)C. The catalyst is C(Cl)Cl. The product is [OH:25][C:24]1[C:16]([CH:2]2[C:6](=[O:7])[N:5]([CH2:8][CH2:9][CH2:10][CH2:11][CH3:12])[C:4]3[CH:13]=[CH:14][S:15][C:3]2=3)=[CH:17][C:18]2[O:22][CH2:21][O:20][C:19]=2[CH:23]=1. The yield is 0.490. (5) The reactants are Br[Zn][CH2:3][C:4]([O:6][CH2:7][CH3:8])=[O:5].[C:9]1(=[O:16])[CH:14]=[CH:13][C:12](=[O:15])[CH:11]=[CH:10]1.Cl.C(OCC)(=O)C. The catalyst is C1COCC1. The yield is 0.700. The product is [CH2:7]([O:6][C:4](=[O:5])[CH2:3][C:9]1([OH:16])[CH:14]=[CH:13][C:12](=[O:15])[CH:11]=[CH:10]1)[CH3:8]. (6) The reactants are [S:1]1[C:5]2[CH:6]=[CH:7][CH:8]=[CH:9][C:4]=2[N:3]=[C:2]1[C:10]1[CH:15]=[CH:14][C:13]([NH:16][S:17]([C:20]2[CH:25]=[CH:24][C:23]([CH3:26])=[CH:22][CH:21]=2)(=[O:19])=[O:18])=[CH:12][CH:11]=1.[CH3:27][OH:28]. The product is [CH3:27][O:28][C:10]1([C:2]2[S:1][C:5]3[CH:6]=[CH:7][CH:8]=[CH:9][C:4]=3[N:3]=2)[CH:11]=[CH:12][C:13](=[N:16][S:17]([C:20]2[CH:21]=[CH:22][C:23]([CH3:26])=[CH:24][CH:25]=2)(=[O:18])=[O:19])[CH:14]=[CH:15]1. The yield is 0.730. No catalyst specified.